Dataset: Full USPTO retrosynthesis dataset with 1.9M reactions from patents (1976-2016). Task: Predict the reactants needed to synthesize the given product. (1) Given the product [F:1][C:2]([F:24])([F:23])[C:3]([C:9]1[CH:14]=[CH:13][C:12]([C:15]2[CH:20]=[CH:19][C:18]([CH2:21][N:34]3[CH2:35][CH2:36][N:31]([C:28]4[CH:29]=[CH:30][N:25]=[CH:26][CH:27]=4)[CH2:32][CH2:33]3)=[CH:17][CH:16]=2)=[CH:11][CH:10]=1)([OH:8])[C:4]([F:7])([F:6])[F:5], predict the reactants needed to synthesize it. The reactants are: [F:1][C:2]([F:24])([F:23])[C:3]([C:9]1[CH:14]=[CH:13][C:12]([C:15]2[CH:20]=[CH:19][C:18]([CH:21]=O)=[CH:17][CH:16]=2)=[CH:11][CH:10]=1)([OH:8])[C:4]([F:7])([F:6])[F:5].[N:25]1[CH:30]=[CH:29][C:28]([N:31]2[CH2:36][CH2:35][NH:34][CH2:33][CH2:32]2)=[CH:27][CH:26]=1.C(=O)C1C=CN=CC=1. (2) Given the product [C:41]1([C:44]2[CH:49]=[CH:48][CH:47]=[CH:46][CH:45]=2)[CH:42]=[CH:43][C:38]([C:15]2[C:14]([F:19])=[CH:13][C:12]3[N:8]([CH2:7][C:4]4[CH:5]=[CH:6][C:1]([C:31]5[CH:36]=[CH:35][CH:34]=[CH:33][CH:32]=5)=[CH:2][CH:3]=4)[C:9]([O:20][CH:21]4[CH2:25][CH2:24][CH:23]([C:26]([O:28][CH2:29][CH3:30])=[O:27])[CH2:22]4)=[N:10][C:11]=3[C:16]=2[F:17])=[CH:39][CH:40]=1, predict the reactants needed to synthesize it. The reactants are: [C:1]1([C:31]2[CH:36]=[CH:35][CH:34]=[CH:33][CH:32]=2)[CH:6]=[CH:5][C:4]([CH2:7][N:8]2[C:12]3[CH:13]=[C:14]([F:19])[C:15](I)=[C:16]([F:17])[C:11]=3[N:10]=[C:9]2[O:20][CH:21]2[CH2:25][CH2:24][CH:23]([C:26]([O:28][CH2:29][CH3:30])=[O:27])[CH2:22]2)=[CH:3][CH:2]=1.B(O)(O)[C:38]1[CH:39]=[CH:40][C:41]([C:44]2[CH:45]=[CH:46][CH:47]=[CH:48][CH:49]=2)=[CH:42][CH:43]=1.C([O-])([O-])=O.[K+].[K+]. (3) Given the product [OH:1][C@H:2]1[CH2:6][N:5]([C:7](=[O:37])[C:8]2[CH:9]=[CH:10][C:11]([C:14]3[CH:15]=[N:16][C:17]([O:20][CH2:21][CH:22]4[CH2:27][CH2:26][N:25]([CH2:28][C:29]5([C:33]([F:34])([F:36])[F:35])[CH2:32][CH2:31][CH2:30]5)[CH2:24][CH2:23]4)=[CH:18][CH:19]=3)=[CH:12][CH:13]=2)[C@H:4]([C:38]([OH:40])=[O:39])[CH2:3]1, predict the reactants needed to synthesize it. The reactants are: [OH:1][C@H:2]1[CH2:6][N:5]([C:7](=[O:37])[C:8]2[CH:13]=[CH:12][C:11]([C:14]3[CH:15]=[N:16][C:17]([O:20][CH2:21][CH:22]4[CH2:27][CH2:26][N:25]([CH2:28][C:29]5([C:33]([F:36])([F:35])[F:34])[CH2:32][CH2:31][CH2:30]5)[CH2:24][CH2:23]4)=[CH:18][CH:19]=3)=[CH:10][CH:9]=2)[C@H:4]([C:38]([O:40]C)=[O:39])[CH2:3]1.O[Li].O.